This data is from CYP2C9 inhibition data for predicting drug metabolism from PubChem BioAssay. The task is: Regression/Classification. Given a drug SMILES string, predict its absorption, distribution, metabolism, or excretion properties. Task type varies by dataset: regression for continuous measurements (e.g., permeability, clearance, half-life) or binary classification for categorical outcomes (e.g., BBB penetration, CYP inhibition). Dataset: cyp2c9_veith. (1) The drug is O=[N+]([O-])c1ccc(NN=C2c3ccccc3Cc3ccccc32)c([N+](=O)[O-])c1. The result is 0 (non-inhibitor). (2) The drug is COc1ccc2[nH]c3cc4c(=O)c5cc(OC)ccc5[nH]c4cc3c(=O)c2c1. The result is 0 (non-inhibitor). (3) The compound is Cc1cn2c(-c3ccncc3)nnc2s1. The result is 0 (non-inhibitor). (4) The molecule is CN(C)Cc1cc(C(C)(C)C)cc(CNC2CCCCC2)c1O. The result is 0 (non-inhibitor). (5) The drug is O=C(C1CCC(=O)N1Cc1ccccc1Cl)N1CCN(c2cccc(Cl)c2)CC1. The result is 1 (inhibitor). (6) The result is 0 (non-inhibitor). The molecule is O=C(NNC(=O)C1COc2ccccc2O1)c1ccccc1. (7) The molecule is N#Cc1c(SCC(N)=O)nsc1SCc1ccccc1Cl. The result is 1 (inhibitor).